This data is from Reaction yield outcomes from USPTO patents with 853,638 reactions. The task is: Predict the reaction yield, written as a fraction of the theoretical maximum amount of product (1.0 means a 100% yield; for example, 0.34 means a 34% yield). The reactants are [Cl:1][C:2]1[N:10]=[C:9]2[C:5]([N:6]=[C:7]([CH:13]=O)[N:8]2[CH2:11][CH3:12])=[C:4]([N:15]2[CH2:20][CH2:19][O:18][CH2:17][CH2:16]2)[N:3]=1.[F:21][C:22]1([F:32])[CH2:25][N:24]([CH:26]2[CH2:31][CH2:30][NH:29][CH2:28][CH2:27]2)[CH2:23]1.C(O[BH-](OC(=O)C)OC(=O)C)(=O)C.[Na+].O. The catalyst is ClCCCl. The product is [Cl:1][C:2]1[N:10]=[C:9]2[C:5]([N:6]=[C:7]([CH2:13][N:29]3[CH2:30][CH2:31][CH:26]([N:24]4[CH2:23][C:22]([F:32])([F:21])[CH2:25]4)[CH2:27][CH2:28]3)[N:8]2[CH2:11][CH3:12])=[C:4]([N:15]2[CH2:20][CH2:19][O:18][CH2:17][CH2:16]2)[N:3]=1. The yield is 0.970.